From a dataset of Full USPTO retrosynthesis dataset with 1.9M reactions from patents (1976-2016). Predict the reactants needed to synthesize the given product. (1) Given the product [CH3:1][N:2]([CH2:13][C:14]1[N:15]=[C:16]2[CH:21]=[CH:20][CH:19]=[CH:18][N:17]2[C:22]=1[C:23]([NH:33][CH2:32][CH2:31][N:26]1[CH2:30][CH2:29][CH2:28][CH2:27]1)=[O:25])[CH:3]1[C:12]2[N:11]=[CH:10][CH:9]=[CH:8][C:7]=2[CH2:6][CH2:5][CH2:4]1, predict the reactants needed to synthesize it. The reactants are: [CH3:1][N:2]([CH2:13][C:14]1[N:15]=[C:16]2[CH:21]=[CH:20][CH:19]=[CH:18][N:17]2[C:22]=1[C:23]([OH:25])=O)[CH:3]1[C:12]2[N:11]=[CH:10][CH:9]=[CH:8][C:7]=2[CH2:6][CH2:5][CH2:4]1.[N:26]1([CH2:31][CH2:32][NH2:33])[CH2:30][CH2:29][CH2:28][CH2:27]1.O.ON1C2C=CC=CC=2N=N1.Cl.CN(C)CCCN=C=NCC.FC(F)(F)C(O)=O. (2) Given the product [CH3:40][CH:38]([C:14]1[O:13][N:12]=[C:11]([CH2:10][O:50][C:43]2[C:42]([F:41])=[CH:47][C:46]([F:48])=[CH:45][C:44]=2[F:49])[C:15]=1[CH2:16][O:17][C:18]1[CH:19]=[C:20]2[C:24](=[CH:25][CH:26]=1)[N:23]([CH2:27][C:28]1[CH:29]=[C:30]([CH:35]=[CH:36][CH:37]=1)[C:31]([O:33][CH3:34])=[O:32])[CH:22]=[CH:21]2)[CH3:39], predict the reactants needed to synthesize it. The reactants are: CC1C=CC=C(C)C=1O[CH2:10][C:11]1[C:15]([CH2:16][O:17][C:18]2[CH:19]=[C:20]3[C:24](=[CH:25][CH:26]=2)[N:23]([CH2:27][C:28]2[CH:29]=[C:30]([CH:35]=[CH:36][CH:37]=2)[C:31]([O:33][CH3:34])=[O:32])[CH:22]=[CH:21]3)=[C:14]([CH:38]([CH3:40])[CH3:39])[O:13][N:12]=1.[F:41][C:42]1[CH:47]=[C:46]([F:48])[CH:45]=[C:44]([F:49])[C:43]=1[OH:50]. (3) Given the product [NH4+:8].[OH-:7].[F:38][C:33]1[CH:32]=[C:31]([C@@H:9]2[CH2:10][CH2:11][C@@:12]3([N:13]([C:17]([O:19][CH2:20][C:21]4[CH:22]=[CH:23][CH:24]=[CH:25][CH:26]=4)=[O:18])[CH2:14][CH2:15][CH2:16]3)[C:27](=[O:29])[NH:8]2)[CH:36]=[C:35]([F:37])[CH:34]=1, predict the reactants needed to synthesize it. The reactants are: Cl.C([S@@]([NH:8][C@H:9]([C:31]1[CH:36]=[C:35]([F:37])[CH:34]=[C:33]([F:38])[CH:32]=1)[CH2:10][CH2:11][C@@:12]1([C:27]([O:29]C)=O)[CH2:16][CH2:15][CH2:14][N:13]1[C:17]([O:19][CH2:20][C:21]1[CH:26]=[CH:25][CH:24]=[CH:23][CH:22]=1)=[O:18])=[O:7])(C)(C)C.C(N(CC)CC)C. (4) Given the product [NH2:1][CH:2]1[CH2:7][CH2:6][CH2:5][CH2:4][CH:3]1[NH:8][C:17]1[C:16]2[C:15](=[O:25])[C:14]3[C:23](=[CH:10][CH:11]=[CH:12][CH:13]=3)[C:22](=[O:24])[C:21]=2[CH:20]=[CH:19][CH:18]=1, predict the reactants needed to synthesize it. The reactants are: [NH2:1][C@@H:2]1[CH2:7][CH2:6][CH2:5][CH2:4][C@H:3]1[NH2:8].Cl[C:10]1[C:23]2[C:22](=[O:24])[C:21]3[C:16](=[CH:17][CH:18]=[CH:19][CH:20]=3)[C:15](=[O:25])[C:14]=2[CH:13]=[CH:12][CH:11]=1. (5) Given the product [CH:32]([C@@H:31]1[CH2:30][CH2:29][C@@H:28]([CH3:35])[CH2:27][C@H:26]1[O:25][C:23](=[O:24])[NH:4][CH:3]([C:5]1[CH:10]=[CH:9][CH:8]=[CH:7][N:6]=1)[C:2]([F:1])([F:11])[F:12])([CH3:33])[CH3:34], predict the reactants needed to synthesize it. The reactants are: [F:1][C:2]([F:12])([F:11])[CH:3]([C:5]1[CH:10]=[CH:9][CH:8]=[CH:7][N:6]=1)[NH2:4].CCN(C(C)C)C(C)C.Cl[C:23]([O:25][CH:26]1[CH:31]([CH:32]([CH3:34])[CH3:33])[CH2:30][CH2:29][CH:28]([CH3:35])[CH2:27]1)=[O:24].C(OCC)(=O)C. (6) Given the product [Cl:1][C:2]1[CH:3]=[CH:4][C:5]2[N:11]3[CH:12]=[CH:13][CH:14]=[C:10]3[C@@H:9]([CH2:15][CH2:16][CH2:17][N:18]3[CH:22]=[C:21]([C:23]([OH:25])=[O:24])[N:20]=[N:19]3)[O:8][C@H:7]([C:28]3[CH:33]=[CH:32][CH:31]=[C:30]([O:34][CH3:35])[C:29]=3[O:36][CH3:37])[C:6]=2[CH:38]=1, predict the reactants needed to synthesize it. The reactants are: [Cl:1][C:2]1[CH:3]=[CH:4][C:5]2[N:11]3[CH:12]=[CH:13][CH:14]=[C:10]3[C@@H:9]([CH2:15][CH2:16][CH2:17][N:18]3[CH:22]=[C:21]([C:23]([O:25]CC)=[O:24])[N:20]=[N:19]3)[O:8][C@H:7]([C:28]3[CH:33]=[CH:32][CH:31]=[C:30]([O:34][CH3:35])[C:29]=3[O:36][CH3:37])[C:6]=2[CH:38]=1.C(=O)([O-])[O-].[K+].[K+].Cl.C(OCC)(=O)C. (7) Given the product [O:10]1[C:14]2[CH:15]=[CH:16][CH:17]=[CH:18][C:13]=2[CH:12]=[C:11]1[C:2]1[C:3]([NH2:9])=[N:4][CH:5]=[C:6]([Br:8])[N:7]=1, predict the reactants needed to synthesize it. The reactants are: Br[C:2]1[C:3]([NH2:9])=[N:4][CH:5]=[C:6]([Br:8])[N:7]=1.[O:10]1[C:14]2[CH:15]=[CH:16][CH:17]=[CH:18][C:13]=2[CH:12]=[C:11]1B(O)O.C([O-])(O)=O.[Na+].C1(P(C2C=CC=CC=2)C2C=CC=CC=2)C=CC=CC=1. (8) Given the product [CH3:39][C:38]1[CH:37]=[CH:36][C:22]([C:23](=[O:24])[NH:25][C:26]2[CH:31]=[CH:30][CH:29]=[C:28]([C:32]([F:33])([F:34])[F:35])[CH:27]=2)=[CH:21][C:20]=1[NH:19][C:15]([C:14]1[CH:13]=[N:12][N:10]2[CH:11]=[C:6]([S:3](=[O:5])(=[O:4])[N:2]([CH3:18])[CH3:1])[CH:7]=[CH:8][C:9]=12)=[O:16], predict the reactants needed to synthesize it. The reactants are: [CH3:1][N:2]([CH3:18])[S:3]([C:6]1[CH:7]=[CH:8][C:9]2[N:10]([N:12]=[CH:13][C:14]=2[C:15](Cl)=[O:16])[CH:11]=1)(=[O:5])=[O:4].[NH2:19][C:20]1[CH:21]=[C:22]([CH:36]=[CH:37][C:38]=1[CH3:39])[C:23]([NH:25][C:26]1[CH:31]=[CH:30][CH:29]=[C:28]([C:32]([F:35])([F:34])[F:33])[CH:27]=1)=[O:24]. (9) Given the product [CH:45]1([N:16]2[CH2:17][CH:18]([N:19]([CH3:27])[C:20](=[O:26])[C:21]([N:23]([CH3:24])[CH3:25])=[O:22])[C:12]3=[N:11][C:10]([C:8]([NH:7][CH2:6][C:5]4[CH:32]=[CH:33][C:2]([F:1])=[C:3]([CH3:34])[CH:4]=4)=[O:9])=[C:29]([OH:30])[C:28](=[O:31])[N:13]3[CH2:14][CH2:15]2)[CH2:47][CH2:46]1, predict the reactants needed to synthesize it. The reactants are: [F:1][C:2]1[CH:33]=[CH:32][C:5]([CH2:6][NH:7][C:8]([C:10]2[N:11]=[C:12]3[CH:18]([N:19]([CH3:27])[C:20](=[O:26])[C:21]([N:23]([CH3:25])[CH3:24])=[O:22])[CH2:17][NH:16][CH2:15][CH2:14][N:13]3[C:28](=[O:31])[C:29]=2[OH:30])=[O:9])=[CH:4][C:3]=1[CH3:34].C(N(CC)CC)C.C(O[C:45]1(O[Si](C)(C)C)[CH2:47][CH2:46]1)C.[BH3-]C#N.[Na+]. (10) Given the product [CH3:26][S:27]([O:18][CH2:17][C@H:14]1[CH2:15][CH2:16][C@@H:11]([O:10][CH2:9][CH2:8][O:1][C:2]2[CH:7]=[CH:6][CH:5]=[CH:4][CH:3]=2)[CH2:12][CH2:13]1)(=[O:29])=[O:28], predict the reactants needed to synthesize it. The reactants are: [O:1]([CH2:8][CH2:9][O:10][C@@H:11]1[CH2:16][CH2:15][C@H:14]([CH2:17][OH:18])[CH2:13][CH2:12]1)[C:2]1[CH:7]=[CH:6][CH:5]=[CH:4][CH:3]=1.C(N(CC)CC)C.[CH3:26][S:27](Cl)(=[O:29])=[O:28].C([O-])(O)=O.[Na+].